This data is from Reaction yield outcomes from USPTO patents with 853,638 reactions. The task is: Predict the reaction yield, written as a fraction of the theoretical maximum amount of product (1.0 means a 100% yield; for example, 0.34 means a 34% yield). (1) The reactants are [SH:1][C:2]1[CH:11]=[C:10]2[C:5]([C:6](=[O:22])[C:7]([C:20]#[N:21])=[CH:8][N:9]2COCC[Si](C)(C)C)=[CH:4][C:3]=1[N+:23]([O-])=O.O1CCC[CH2:27]1. The catalyst is CO. The product is [OH:22][C:6]1[C:5]2[CH:4]=[C:3]3[N:23]=[CH:27][S:1][C:2]3=[CH:11][C:10]=2[N:9]=[CH:8][C:7]=1[C:20]#[N:21]. The yield is 0.550. (2) The reactants are [Cl:1][C:2]1[C:3]([N+:9]([O-:11])=[O:10])=[C:4]([CH:6]=[CH:7][CH:8]=1)[NH2:5].[Br:12]N1C(=O)CCC1=O.O. The catalyst is C(O)(=O)C. The product is [Br:12][C:8]1[CH:7]=[CH:6][C:4]([NH2:5])=[C:3]([N+:9]([O-:11])=[O:10])[C:2]=1[Cl:1]. The yield is 0.670.